Dataset: Forward reaction prediction with 1.9M reactions from USPTO patents (1976-2016). Task: Predict the product of the given reaction. Given the reactants [CH:1]1([O:6][C:7]2[CH:8]=[C:9]([CH:13]=[C:14]([O:16][CH2:17][C:18]3[CH:23]=[CH:22][CH:21]=[CH:20][CH:19]=3)[CH:15]=2)[C:10]([OH:12])=O)[CH2:5][CH2:4][CH2:3][CH2:2]1.[CH3:24][N:25]1[CH:29]=[CH:28][C:27]([NH2:30])=[N:26]1.CN(C(ON1N=NC2C=CC=NC1=2)=[N+](C)C)C.F[P-](F)(F)(F)(F)F.CCN(C(C)C)C(C)C, predict the reaction product. The product is: [CH:1]1([O:6][C:7]2[CH:8]=[C:9]([CH:13]=[C:14]([O:16][CH2:17][C:18]3[CH:19]=[CH:20][CH:21]=[CH:22][CH:23]=3)[CH:15]=2)[C:10]([NH:30][C:27]2[CH:28]=[CH:29][N:25]([CH3:24])[N:26]=2)=[O:12])[CH2:2][CH2:3][CH2:4][CH2:5]1.